From a dataset of Forward reaction prediction with 1.9M reactions from USPTO patents (1976-2016). Predict the product of the given reaction. (1) Given the reactants Cl[C:2]1[N:10]=[C:9]([C:11]2[CH:16]=[CH:15][CH:14]=[C:13]([N+:17]([O-:19])=[O:18])[CH:12]=2)[CH:8]=[CH:7][C:3]=1[C:4]([NH2:6])=[O:5].[C:20]([O-:23])([O-])=O.[Cs+].[Cs+].[C:26]1([C:26]2[CH:31]=[CH:30][CH:29]=[CH:28][CH:27]=2)[CH:31]=[CH:30][C:29](B(O)O)=[CH:28][CH:27]=1, predict the reaction product. The product is: [N+:17]([C:13]1[CH:12]=[C:11]([C:9]2[CH:8]=[CH:7][C:3]([C:4]([NH2:6])=[O:5])=[C:2]([C:26]3[CH:31]=[CH:30][C:29]([O:23][C:20]4[CH:9]=[CH:8][CH:7]=[CH:3][CH:2]=4)=[CH:28][CH:27]=3)[N:10]=2)[CH:16]=[CH:15][CH:14]=1)([O-:19])=[O:18]. (2) Given the reactants [CH3:1][C:2]1([CH3:16])[C:6]([CH3:8])([CH3:7])[O:5][B:4]([C:9]2[CH:10]=[CH:11][C:12]([NH2:15])=[N:13][CH:14]=2)[O:3]1.[CH3:17][C:18]([O:21][C:22](O[C:22]([O:21][C:18]([CH3:20])([CH3:19])[CH3:17])=[O:23])=[O:23])([CH3:20])[CH3:19].CCN(CC)CC, predict the reaction product. The product is: [C:18]([O:21][C:22](=[O:23])[NH:15][C:12]1[CH:11]=[CH:10][C:9]([B:4]2[O:3][C:2]([CH3:16])([CH3:1])[C:6]([CH3:7])([CH3:8])[O:5]2)=[CH:14][N:13]=1)([CH3:20])([CH3:19])[CH3:17]. (3) Given the reactants C([O-])([O-])=O.[K+].[K+].[C:7]([OH:15])(=[O:14])[C:8]1[CH:13]=[CH:12][CH:11]=[CH:10][CH:9]=1.Cl[CH2:17][CH2:18][CH2:19][C:20]1[CH:29]=[CH:28][C:23]2[NH:24][C:25](=[O:27])[S:26][C:22]=2[CH:21]=1.Cl, predict the reaction product. The product is: [C:7]([O:15][CH2:17][CH2:18][CH2:19][C:20]1[CH:29]=[CH:28][C:23]2[NH:24][C:25](=[O:27])[S:26][C:22]=2[CH:21]=1)(=[O:14])[C:8]1[CH:13]=[CH:12][CH:11]=[CH:10][CH:9]=1. (4) Given the reactants [Cl:1][C:2]1[CH:7]=[C:6]([Cl:8])[CH:5]=[CH:4][C:3]=1[C:9]1[C:10]([OH:16])=[CH:11][CH:12]=[CH:13][C:14]=1[F:15].C(=O)([O-])[O-].[K+].[K+].[CH2:23](Br)[CH:24]=[CH2:25], predict the reaction product. The product is: [CH2:25]([O:16][C:10]1[CH:11]=[CH:12][CH:13]=[C:14]([F:15])[C:9]=1[C:3]1[CH:4]=[CH:5][C:6]([Cl:8])=[CH:7][C:2]=1[Cl:1])[CH:24]=[CH2:23].